From a dataset of Forward reaction prediction with 1.9M reactions from USPTO patents (1976-2016). Predict the product of the given reaction. Given the reactants [CH3:1][C:2]1[NH:3][C:4]2[C:9]([C:10](=[O:12])[CH:11]=1)=[CH:8][C:7]([C:13]([OH:15])=[O:14])=[CH:6][CH:5]=2.S(=O)(=O)(O)O.N.[CH3:22]O, predict the reaction product. The product is: [CH3:22][O:14][C:13]([C:7]1[CH:8]=[C:9]2[C:4](=[CH:5][CH:6]=1)[NH:3][C:2]([CH3:1])=[CH:11][C:10]2=[O:12])=[O:15].